From a dataset of Forward reaction prediction with 1.9M reactions from USPTO patents (1976-2016). Predict the product of the given reaction. (1) Given the reactants Cl.[C:2]([O:5][C:6]1[CH:7]=[C:8]([CH:23]=[CH:24][C:25]=1[CH3:26])[NH:9][C:10]1[C:19]2[C:14](=[CH:15][C:16]([OH:22])=[C:17]([O:20][CH3:21])[CH:18]=2)[N:13]=[CH:12][N:11]=1)(=[O:4])[CH3:3].C(=O)([O-])[O-].[K+].[K+].[I-].[K+].Cl[CH2:36][C:37]1[N:41]([CH3:42])[C:40]2[CH:43]=[CH:44][CH:45]=[CH:46][C:39]=2[N:38]=1, predict the reaction product. The product is: [C:2]([O:5][C:6]1[CH:7]=[C:8]([CH:23]=[CH:24][C:25]=1[CH3:26])[NH:9][C:10]1[C:19]2[C:14](=[CH:15][C:16]([O:22][CH2:36][C:37]3[N:41]([CH3:42])[C:40]4[CH:43]=[CH:44][CH:45]=[CH:46][C:39]=4[N:38]=3)=[C:17]([O:20][CH3:21])[CH:18]=2)[N:13]=[CH:12][N:11]=1)(=[O:4])[CH3:3]. (2) Given the reactants [OH:1][C:2]1([CH2:15][C:16]2[CH:21]=[CH:20][CH:19]=[CH:18][C:17]=2[OH:22])[CH2:7][CH2:6][N:5]([C:8]([O:10][C:11]([CH3:14])([CH3:13])[CH3:12])=[O:9])[CH2:4][CH2:3]1.C1C=CC(N([S:30]([C:33]([F:36])([F:35])[F:34])(=[O:32])=[O:31])[S:30]([C:33]([F:36])([F:35])[F:34])(=[O:32])=[O:31])=CC=1.CCN(C(C)C)C(C)C, predict the reaction product. The product is: [OH:1][C:2]1([CH2:15][C:16]2[CH:21]=[CH:20][CH:19]=[CH:18][C:17]=2[O:22][S:30]([C:33]([F:36])([F:35])[F:34])(=[O:32])=[O:31])[CH2:7][CH2:6][N:5]([C:8]([O:10][C:11]([CH3:13])([CH3:14])[CH3:12])=[O:9])[CH2:4][CH2:3]1. (3) Given the reactants [Cl:1][C:2]1[CH:3]=[C:4]([CH2:9][C:10]([OH:12])=O)[CH:5]=[CH:6][C:7]=1[Cl:8].[CH2:13]([O:20][C:21]1[CH:26]=[CH:25][C:24]([CH:27]=[CH:28][NH2:29])=[CH:23][C:22]=1[O:30][CH3:31])[C:14]1[CH:19]=[CH:18][CH:17]=[CH:16][CH:15]=1, predict the reaction product. The product is: [CH2:13]([O:20][C:21]1[CH:26]=[CH:25][C:24]([CH:27]=[CH:28][NH:29][C:10](=[O:12])[CH2:9][C:4]2[CH:5]=[CH:6][C:7]([Cl:8])=[C:2]([Cl:1])[CH:3]=2)=[CH:23][C:22]=1[O:30][CH3:31])[C:14]1[CH:15]=[CH:16][CH:17]=[CH:18][CH:19]=1. (4) The product is: [CH3:29][N:32]([CH3:31])[C:2]1[CH:7]=[CH:6][C:5]([C:8]2[CH2:13][S:12][C:11]3=[N:14][N:15]=[C:16]([C:17]4[CH:22]=[C:21]([O:23][CH3:24])[C:20]([O:25][CH3:26])=[C:19]([O:27][CH3:28])[CH:18]=4)[N:10]3[N:9]=2)=[CH:4][CH:3]=1. Given the reactants N[C:2]1[CH:7]=[CH:6][C:5]([C:8]2[CH2:13][S:12][C:11]3=[N:14][N:15]=[C:16]([C:17]4[CH:22]=[C:21]([O:23][CH3:24])[C:20]([O:25][CH3:26])=[C:19]([O:27][CH3:28])[CH:18]=4)[N:10]3[N:9]=2)=[CH:4][CH:3]=1.[CH2:29]=O.[C:31]([BH3-])#[N:32].[Na+].Cl, predict the reaction product. (5) Given the reactants [CH3:1][O:2][C:3](=[O:13])[CH2:4][C:5]1[CH:10]=[C:9]([F:11])[CH:8]=[C:7]([F:12])[CH:6]=1.C([Li])CCC.[Cl:19][C:20]1[CH:25]=[CH:24][C:23]([CH:26]([C:32]2[CH:37]=[CH:36][C:35]([Cl:38])=[CH:34][CH:33]=2)[N:27]2[CH2:30][C:29](=O)[CH2:28]2)=[CH:22][CH:21]=1.C(N(CC)C(C)C)(C)C.CS(Cl)(=O)=O, predict the reaction product. The product is: [CH3:1][O:2][C:3](=[O:13])[C:4](=[C:29]1[CH2:30][N:27]([CH:26]([C:32]2[CH:33]=[CH:34][C:35]([Cl:38])=[CH:36][CH:37]=2)[C:23]2[CH:22]=[CH:21][C:20]([Cl:19])=[CH:25][CH:24]=2)[CH2:28]1)[C:5]1[CH:10]=[C:9]([F:11])[CH:8]=[C:7]([F:12])[CH:6]=1. (6) Given the reactants [Cl-].[N+:2]([C:5]1[CH:10]=[CH:9][C:8](/[CH:11]=[CH:12]/[CH:13]2[CH2:18][CH2:17][NH2+:16][CH2:15][CH2:14]2)=[CH:7][CH:6]=1)([O-:4])=[O:3].Br[CH2:20][CH2:21][C:22]1[CH:27]=[CH:26][C:25]([N+:28]([O-:30])=[O:29])=[CH:24][CH:23]=1.C(N(CC)CC)C, predict the reaction product. The product is: [N+:2]([C:5]1[CH:10]=[CH:9][C:8](/[CH:11]=[CH:12]/[CH:13]2[CH2:14][CH2:15][N:16]([CH2:20][CH2:21][C:22]3[CH:23]=[CH:24][C:25]([N+:28]([O-:30])=[O:29])=[CH:26][CH:27]=3)[CH2:17][CH2:18]2)=[CH:7][CH:6]=1)([O-:4])=[O:3]. (7) Given the reactants [CH:1]1([CH2:4][C:5]([OH:7])=O)[CH2:3][CH2:2]1.C(N(C(C)C)C(C)C)C.F[P-](F)(F)(F)(F)F.N1(O[P+](N(C)C)(N(C)C)N(C)C)C2C=CC=CC=2N=N1.[CH:44]([C:47]1[CH:52]=[CH:51][C:50]([NH:53][C:54]([CH:56]2[CH2:61][CH2:60][NH:59][CH2:58][CH2:57]2)=[O:55])=[CH:49][CH:48]=1)([CH3:46])[CH3:45], predict the reaction product. The product is: [CH:44]([C:47]1[CH:48]=[CH:49][C:50]([NH:53][C:54]([CH:56]2[CH2:61][CH2:60][N:59]([C:5](=[O:7])[CH2:4][CH:1]3[CH2:2][CH2:3]3)[CH2:58][CH2:57]2)=[O:55])=[CH:51][CH:52]=1)([CH3:46])[CH3:45]. (8) Given the reactants C([O:5][C:6](=[O:59])[CH2:7][C:8]([N:10]([CH2:16][C@:17]12[CH2:55][CH2:54][C@@H:53]([C:56]([CH3:58])=[CH2:57])[C@@H:18]1[C@@H:19]1[C@@:32]([CH3:35])([CH2:33][CH2:34]2)[C@@:31]2([CH3:36])[C@@H:22]([C@:23]3([CH3:52])[C@@H:28]([CH2:29][CH2:30]2)[C:27]([CH3:38])([CH3:37])[C:26]([C:39]2[CH:51]=[CH:50][C:42]([C:43]([O:45]C(C)(C)C)=[O:44])=[CH:41][CH:40]=2)=[CH:25][CH2:24]3)[CH2:21][CH2:20]1)[CH2:11][CH2:12][N:13]([CH3:15])[CH3:14])=[O:9])(C)(C)C.C(O)(C(F)(F)F)=O, predict the reaction product. The product is: [C:6]([CH2:7][C:8]([N:10]([CH2:16][C@:17]12[CH2:55][CH2:54][C@@H:53]([C:56]([CH3:58])=[CH2:57])[C@@H:18]1[C@@H:19]1[C@@:32]([CH3:35])([CH2:33][CH2:34]2)[C@@:31]2([CH3:36])[C@@H:22]([C@:23]3([CH3:52])[C@@H:28]([CH2:29][CH2:30]2)[C:27]([CH3:38])([CH3:37])[C:26]([C:39]2[CH:40]=[CH:41][C:42]([C:43]([OH:45])=[O:44])=[CH:50][CH:51]=2)=[CH:25][CH2:24]3)[CH2:21][CH2:20]1)[CH2:11][CH2:12][N:13]([CH3:15])[CH3:14])=[O:9])([OH:59])=[O:5]. (9) The product is: [C:19]([O:23][C:24]([NH:26][C@H:27]([CH2:32][C:33]1[CH:38]=[C:37]([F:39])[C:36]([F:40])=[CH:35][C:34]=1[F:41])[CH2:28][C:29]([N:10]1[CH2:11][CH2:12][C:13]2[CH:18]=[CH:17][N:16]=[N:15][C:14]=2[CH:9]1[CH3:8])=[O:30])=[O:25])([CH3:22])([CH3:20])[CH3:21]. Given the reactants FC(F)(F)C(O)=O.[CH3:8][CH:9]1[C:14]2[N:15]=[N:16][CH:17]=[CH:18][C:13]=2[CH2:12][CH2:11][NH:10]1.[C:19]([O:23][C:24]([NH:26][C@H:27]([CH2:32][C:33]1[CH:38]=[C:37]([F:39])[C:36]([F:40])=[CH:35][C:34]=1[F:41])[CH2:28][C:29](O)=[O:30])=[O:25])([CH3:22])([CH3:21])[CH3:20].C(N(CC)C(C)C)(C)C.F[P-](F)(F)(F)(F)F.N1C2N=CC=C(OC(N(C)C)=[N+](C)C)C=2N=N1.ON1C2N=CC=CC=2N=N1, predict the reaction product.